From a dataset of Catalyst prediction with 721,799 reactions and 888 catalyst types from USPTO. Predict which catalyst facilitates the given reaction. (1) Reactant: [NH2:1][CH2:2][CH:3]1[C:12]2[C:7](=[CH:8][C:9]([O:13]C)=[CH:10][CH:11]=2)[NH:6][C:5](=[O:15])[CH2:4]1.B(Br)(Br)Br.CO. Product: [NH2:1][CH2:2][CH:3]1[C:12]2[C:7](=[CH:8][C:9]([OH:13])=[CH:10][CH:11]=2)[NH:6][C:5](=[O:15])[CH2:4]1. The catalyst class is: 4. (2) Reactant: [CH3:1][C:2]1[C:6]([C:7]([O:9]CC)=[O:8])=[CH:5][N:4]([C:12]2[CH:13]=[N:14][CH:15]=[CH:16][CH:17]=2)[N:3]=1.[OH-].[K+].O. Product: [CH3:1][C:2]1[C:6]([C:7]([OH:9])=[O:8])=[CH:5][N:4]([C:12]2[CH:13]=[N:14][CH:15]=[CH:16][CH:17]=2)[N:3]=1. The catalyst class is: 8. (3) Reactant: [CH3:1][CH:2]([C@H:4]([CH2:20][C@H:21]([NH2:39])[C@@H:22]([OH:38])[CH2:23][C@H:24]([C:28]([NH:30][CH2:31][C:32]([C:35]([NH2:37])=[O:36])([CH3:34])[CH3:33])=[O:29])[CH:25]([CH3:27])[CH3:26])[CH2:5][C:6]1[CH:7]=[CH:8][C:9]([O:18][CH3:19])=[C:10]([O:12][CH2:13][CH2:14][CH2:15][O:16][CH3:17])[CH:11]=1)[CH3:3].[CH3:3][CH:2]([C@H:4]([CH2:20][C@H:21]([NH2:39])[C@@H:22]([OH:38])[CH2:23][C@H:24]([C:28]([NH:30][CH2:31][C:32]([C:35]([NH2:37])=[O:36])([CH3:33])[CH3:34])=[O:29])[CH:25]([CH3:26])[CH3:27])[CH2:5][C:6]1[CH:7]=[CH:8][C:9]([O:18][CH3:19])=[C:10]([O:12][CH2:13][CH2:14][CH2:15][O:16][CH3:17])[CH:11]=1)[CH3:1].C(/C(O)=O)=C\C(O)=O.N. Product: [CH3:3][CH:2]([C@H:4]([CH2:20][C@H:21]([NH2:39])[C@@H:22]([OH:38])[CH2:23][C@H:24]([C:28]([NH:30][CH2:31][C:32]([C:35]([NH2:37])=[O:36])([CH3:33])[CH3:34])=[O:29])[CH:25]([CH3:26])[CH3:27])[CH2:5][C:6]1[CH:7]=[CH:8][C:9]([O:18][CH3:19])=[C:10]([O:12][CH2:13][CH2:14][CH2:15][O:16][CH3:17])[CH:11]=1)[CH3:1]. The catalyst class is: 6. (4) Reactant: [NH2:1][C:2]1[C:11]2[CH2:10][CH2:9][CH2:8][N:7]3[CH:12]=[C:13]([C:15]([O:17][CH2:18][CH3:19])=[O:16])[CH:14]=[C:6]3[C:5]=2[NH:4][N:3]=1.[C:20](O[C:20]([C:22]([F:25])([F:24])[F:23])=[O:21])([C:22]([F:25])([F:24])[F:23])=[O:21]. Product: [F:23][C:22]([F:25])([F:24])[C:20]([NH:1][C:2]1[C:11]2[CH2:10][CH2:9][CH2:8][N:7]3[CH:12]=[C:13]([C:15]([O:17][CH2:18][CH3:19])=[O:16])[CH:14]=[C:6]3[C:5]=2[NH:4][N:3]=1)=[O:21]. The catalyst class is: 2. (5) Product: [O:7]1[CH2:8][CH2:9][O:10][CH:6]1[C:2]1[S:1][C:5]([Sn:16]([CH2:21][CH2:22][CH2:23][CH3:24])([CH2:25][CH2:26][CH2:27][CH3:28])[CH2:17][CH2:18][CH2:19][CH3:20])=[CH:4][CH:3]=1. Reactant: [S:1]1[CH:5]=[CH:4][CH:3]=[C:2]1[CH:6]1[O:10][CH2:9][CH2:8][O:7]1.[Li]CCCC.[Sn:16](Cl)([CH2:25][CH2:26][CH2:27][CH3:28])([CH2:21][CH2:22][CH2:23][CH3:24])[CH2:17][CH2:18][CH2:19][CH3:20]. The catalyst class is: 1.